Dataset: Catalyst prediction with 721,799 reactions and 888 catalyst types from USPTO. Task: Predict which catalyst facilitates the given reaction. Reactant: [F:1][C:2]([F:45])([F:44])[C:3]1[CH:8]=[CH:7][C:6]([NH:9][C:10](=[O:43])[O:11][CH2:12][C:13]2([C:32](=[O:42])[NH:33][CH2:34][C:35]3[CH:40]=[CH:39][CH:38]=[CH:37][C:36]=3[Cl:41])[CH2:18][CH2:17][N:16]([C:19](=[O:31])[C@@H:20]([NH:23]C(OC(C)(C)C)=O)[CH2:21][OH:22])[CH2:15][CH2:14]2)=[CH:5][CH:4]=1.Cl.O1CCOCC1. The catalyst class is: 5. Product: [F:45][C:2]([F:1])([F:44])[C:3]1[CH:8]=[CH:7][C:6]([NH:9][C:10](=[O:43])[O:11][CH2:12][C:13]2([C:32](=[O:42])[NH:33][CH2:34][C:35]3[CH:40]=[CH:39][CH:38]=[CH:37][C:36]=3[Cl:41])[CH2:18][CH2:17][N:16]([C:19](=[O:31])[C@@H:20]([NH2:23])[CH2:21][OH:22])[CH2:15][CH2:14]2)=[CH:5][CH:4]=1.